From a dataset of Forward reaction prediction with 1.9M reactions from USPTO patents (1976-2016). Predict the product of the given reaction. (1) The product is: [CH:20]([C:16]1[C:15]([B:1]([OH:6])[OH:2])=[CH:19][S:18][CH:17]=1)=[O:24]. Given the reactants [B:1](OC(C)C)([O:6]C(C)C)[O:2]C(C)C.Br[C:15]1[C:16]([CH:20]2[O:24]CCO2)=[CH:17][S:18][CH:19]=1.[Li]CCCC.Cl, predict the reaction product. (2) The product is: [ClH:1].[CH3:28][O:27][C:25]1[C:24]([O:29][CH3:30])=[CH:23][C:14]2[C@H:15]3[C@H:10]([CH2:11][CH2:12][C:13]=2[CH:26]=1)[NH:9][CH2:22][C:21]1[CH:20]=[CH:19][CH:18]=[CH:17][C:16]3=1. Given the reactants [ClH:1].C([N:9]1[CH2:22][C:21]2[CH:20]=[CH:19][CH:18]=[CH:17][C:16]=2[C@@H:15]2[C@@H:10]1[CH2:11][CH2:12][C:13]1[CH:26]=[C:25]([O:27][CH3:28])[C:24]([O:29][CH3:30])=[CH:23][C:14]=12)C1C=CC=CC=1, predict the reaction product.